Predict the reactants needed to synthesize the given product. From a dataset of Full USPTO retrosynthesis dataset with 1.9M reactions from patents (1976-2016). (1) Given the product [CH:1]1([C:4]2[NH:8][N:7]=[C:6]([NH:9][C:10]3[C:17]([F:18])=[CH:16][C:13]([CH2:14][NH:30][CH3:29])=[C:12]([NH:19][C@H:20]([C:22]4[CH:27]=[CH:26][C:25]([F:28])=[CH:24][CH:23]=4)[CH3:21])[N:11]=3)[CH:5]=2)[CH2:3][CH2:2]1, predict the reactants needed to synthesize it. The reactants are: [CH:1]1([C:4]2[NH:8][N:7]=[C:6]([NH:9][C:10]3[C:17]([F:18])=[CH:16][C:13]([CH:14]=O)=[C:12]([NH:19][C@H:20]([C:22]4[CH:27]=[CH:26][C:25]([F:28])=[CH:24][CH:23]=4)[CH3:21])[N:11]=3)[CH:5]=2)[CH2:3][CH2:2]1.[CH3:29][NH2:30].[BH-](OC(C)=O)(OC(C)=O)OC(C)=O.[Na+].[BH4-].[Na+]. (2) Given the product [CH2:9]([NH:8][C:6]1[C:5]([N+:11]([O-:13])=[O:12])=[CH:4][N:3]=[C:2]([O:15][CH3:14])[CH:7]=1)[CH3:10], predict the reactants needed to synthesize it. The reactants are: Cl[C:2]1[CH:7]=[C:6]([NH:8][CH2:9][CH3:10])[C:5]([N+:11]([O-:13])=[O:12])=[CH:4][N:3]=1.[CH3:14][O-:15].[Na+]. (3) Given the product [C:30]([C@@H:26]([NH:25][C:11](=[O:12])[C@@H:9]([NH:8][C:1]([O:3][C:4]([CH3:7])([CH3:6])[CH3:5])=[O:2])[CH2:10][C:37]1[C:38]2[C:39](=[CH:55][CH:50]=[CH:49][CH:48]=2)[CH:40]=[CH:41][CH:42]=1)[CH:27]([CH3:29])[CH3:28])(=[O:31])[NH2:32], predict the reactants needed to synthesize it. The reactants are: [C:1]([N:8](C1C2C(=CC=CC=2)C=CC=1)[C@H:9]([C:11](O)=[O:12])[CH3:10])([O:3][C:4]([CH3:7])([CH3:6])[CH3:5])=[O:2].Cl.[NH2:25][C@H:26]([C:30]([NH2:32])=[O:31])[CH:27]([CH3:29])[CH3:28].ON1[C:38]2[CH:39]=[CH:40][CH:41]=[CH:42][C:37]=2N=N1.CCN=C=N[CH2:48][CH2:49][CH2:50]N(C)C.Cl.[CH:55](N(C(C)C)CC)(C)C. (4) The reactants are: [O:1]=[O+][O-].C([C:6](=P(C1C=CC=CC=1)(C1C=CC=CC=1)C1C=CC=CC=1)[C:7]([C@@H:9]([NH:14][C:15](=[O:39])[O:16][C@H:17]([CH2:22][CH2:23][C:24]1[O:25][C:26]([C:29]2[CH:34]=[CH:33][C:32]([C:35]([F:38])([F:37])[F:36])=[CH:31][CH:30]=2)=[N:27][N:28]=1)[C:18]([CH3:21])([CH3:20])[CH3:19])[CH2:10][CH2:11][CH2:12][CH3:13])=[O:8])#N.[NH:59]1[C:63]([NH2:64])=[CH:62][CH:61]=[N:60]1. Given the product [O:1]=[C:6]([NH:64][C:63]1[NH:59][N:60]=[CH:61][CH:62]=1)[C:7]([C@@H:9]([NH:14][C:15](=[O:39])[O:16][C@H:17]([CH2:22][CH2:23][C:24]1[O:25][C:26]([C:29]2[CH:34]=[CH:33][C:32]([C:35]([F:36])([F:38])[F:37])=[CH:31][CH:30]=2)=[N:27][N:28]=1)[C:18]([CH3:19])([CH3:21])[CH3:20])[CH2:10][CH2:11][CH2:12][CH3:13])=[O:8], predict the reactants needed to synthesize it. (5) Given the product [CH2:1]([O:8][CH:9]([CH3:16])[C:10]([C:11]1[CH:23]([C:22]2[CH:25]=[CH:26][C:19]([C:17]#[N:18])=[CH:20][CH:21]=2)[NH:38][C:36](=[O:37])[N:35]([C:31]2[CH:32]=[CH:33][CH:34]=[C:29]([C:28]([F:39])([F:40])[F:27])[CH:30]=2)[C:12]=1[CH3:13])=[O:15])[C:2]1[CH:7]=[CH:6][CH:5]=[CH:4][CH:3]=1, predict the reactants needed to synthesize it. The reactants are: [CH2:1]([O:8][CH:9]([CH3:16])[C:10](=[O:15])[CH2:11][C:12](=O)[CH3:13])[C:2]1[CH:7]=[CH:6][CH:5]=[CH:4][CH:3]=1.[C:17]([C:19]1[CH:26]=[CH:25][C:22]([CH:23]=O)=[CH:21][CH:20]=1)#[N:18].[F:27][C:28]([F:40])([F:39])[C:29]1[CH:30]=[C:31]([NH:35][C:36]([NH2:38])=[O:37])[CH:32]=[CH:33][CH:34]=1. (6) Given the product [F:1][C:2]1[C:7]2[C:8]([C:18]([NH:20][CH3:21])=[O:19])=[C:9]([C:11]3[CH:16]=[CH:15][C:14]([F:17])=[CH:13][CH:12]=3)[O:10][C:6]=2[CH:5]=[CH:4][C:3]=1[C:22]1[CH:27]=[C:26]([C:28](=[O:40])[NH:29][C:30]2([C:34]3[N:39]=[CH:38][CH:37]=[CH:36][N:35]=3)[CH2:31][N:32]([CH3:46])[CH2:33]2)[C:25]([O:41][CH3:42])=[CH:24][C:23]=1[CH3:43], predict the reactants needed to synthesize it. The reactants are: [F:1][C:2]1[C:7]2[C:8]([C:18]([NH:20][CH3:21])=[O:19])=[C:9]([C:11]3[CH:16]=[CH:15][C:14]([F:17])=[CH:13][CH:12]=3)[O:10][C:6]=2[CH:5]=[CH:4][C:3]=1[C:22]1[CH:27]=[C:26]([C:28](=[O:40])[NH:29][C:30]2([C:34]3[N:39]=[CH:38][CH:37]=[CH:36][N:35]=3)[CH2:33][NH:32][CH2:31]2)[C:25]([O:41][CH3:42])=[CH:24][C:23]=1[CH3:43].C=O.[C:46]([BH3-])#N.[Na+]. (7) Given the product [C:15]([O:14][C:12]([NH:11][CH2:10][C:3]1[CH:4]=[N:5][N:6]([CH2:7][CH2:8][O:9][C:25]([C:45]2[CH:44]=[CH:37][CH:32]=[CH:33][CH:34]=2)([C:19]2[CH:24]=[CH:23][CH:22]=[CH:21][CH:20]=2)[C:26]2[CH:31]=[CH:30][CH:29]=[CH:28][CH:27]=2)[C:2]=1[NH:1][C:25]([C:32]1[CH:37]=[CH:36][CH:35]=[CH:34][CH:33]=1)([C:26]1[CH:31]=[CH:30][CH:29]=[CH:28][CH:27]=1)[C:19]1[CH:24]=[CH:23][CH:22]=[CH:21][CH:20]=1)=[O:13])([CH3:18])([CH3:17])[CH3:16], predict the reactants needed to synthesize it. The reactants are: [NH2:1][C:2]1[N:6]([CH2:7][CH2:8][OH:9])[N:5]=[CH:4][C:3]=1[CH2:10][NH:11][C:12]([O:14][C:15]([CH3:18])([CH3:17])[CH3:16])=[O:13].[C:19]1([C:25](Cl)([C:32]2[CH:37]=[CH:36][CH:35]=[CH:34][CH:33]=2)[C:26]2[CH:31]=[CH:30][CH:29]=[CH:28][CH:27]=2)[CH:24]=[CH:23][CH:22]=[CH:21][CH:20]=1.C(N([CH2:44][CH3:45])CC)C. (8) Given the product [CH3:24][N:25]([CH3:30])[S:26]([N:11]1[C:5]2[C:6]3[O:10][CH:9]=[N:8][C:7]=3[C:2]([F:1])=[C:3]([F:23])[C:4]=2[N:13]([C:14]2[CH:19]=[CH:18][C:17]([I:20])=[CH:16][C:15]=2[F:21])[C:12]1=[O:22])(=[O:28])=[O:27], predict the reactants needed to synthesize it. The reactants are: [F:1][C:2]1[C:7]2[N:8]=[CH:9][O:10][C:6]=2[C:5]2[NH:11][C:12](=[O:22])[N:13]([C:14]3[CH:19]=[CH:18][C:17]([I:20])=[CH:16][C:15]=3[F:21])[C:4]=2[C:3]=1[F:23].[CH3:24][N:25]([CH3:30])[S:26](Cl)(=[O:28])=[O:27]. (9) Given the product [NH:23]([CH:1]([S:7][S:8][CH2:9][C@H:10]([NH2:14])[C:11]([OH:13])=[O:12])[C@H:2]([NH2:6])[C:3]([OH:5])=[O:4])[C:22]([NH2:24])=[NH:26], predict the reactants needed to synthesize it. The reactants are: [CH2:1]([S:7][S:8][CH2:9][C@H:10]([NH2:14])[C:11]([OH:13])=[O:12])[C@H:2]([NH2:6])[C:3]([OH:5])=[O:4].S(O)(O)(=O)=O.CO[C:22](=[NH:24])[NH2:23].[OH-].[NH4+:26]. (10) The reactants are: [NH:1]1[CH2:9][CH2:8][CH:4]([C:5]([NH2:7])=[O:6])[CH2:3][CH2:2]1.Br[CH2:11][CH2:12][CH2:13][CH2:14][CH2:15][CH2:16][CH2:17][CH2:18][CH2:19][CH2:20][CH2:21][CH2:22][OH:23]. Given the product [OH:23][CH2:22][CH2:21][CH2:20][CH2:19][CH2:18][CH2:17][CH2:16][CH2:15][CH2:14][CH2:13][CH2:12][CH2:11][N:1]1[CH2:9][CH2:8][CH:4]([C:5]([NH2:7])=[O:6])[CH2:3][CH2:2]1, predict the reactants needed to synthesize it.